From a dataset of Experimentally validated miRNA-target interactions with 360,000+ pairs, plus equal number of negative samples. Binary Classification. Given a miRNA mature sequence and a target amino acid sequence, predict their likelihood of interaction. (1) The miRNA is hsa-miR-519a-5p with sequence CUCUAGAGGGAAGCGCUUUCUG. The protein sequence of the target gene is MAEQVLPQALYLSNMRKAVKIRERTPEDIFKPTNGIIHHFKTMHRYTLEMFRTCQFCPQFREIIHKALIDRNIQATLESQKKLNWCREVRKLVALKTNGDGNCLMHATSQYMWGVQDTDLVLRKALFSTLKETDTRNFKFRWQLESLKSQEFVETGLCYDTRNWNDEWDNLIKMASTDTPMARSGLQYNSLEEIHIFVLCNILRRPIIVISDKMLRSLESGSNFAPLKVGGIYLPLHWPAQECYRYPIVLGYDSHHFVPLVTLKDSGPEIRAVPLVNRDRGRFEDLKVHFLTDPENEMKE.... Result: 1 (interaction). (2) The miRNA is hsa-miR-4722-3p with sequence ACCUGCCAGCACCUCCCUGCAG. The protein sequence of the target gene is MDVENEQILNVNPADPDNLSDSLFSGDEENAGTEEIKNEINGNWISASSINEARINAKAKRRLRKNSSRDSGRGDSVSDSGSDALRSGLTVPTSPKGRLLDRRSRSGKGRGLPKKGGAGGKGVWGTPGQVYDVEEVDVKDPNYDDDQENCVYETVVLPLDERAFEKTLTPIIQEYFEHGDTNEVAEMLRDLNLGEMKSGVPVLAVSLALEGKASHREMTSKLLSDLCGTVMSTTDVEKSFDKLLKDLPELALDTPRAPQLVGQFIARAVGDGILCNTYIDSYKGTVDCVQARAALDKATV.... Result: 1 (interaction). (3) The miRNA is mmu-miR-654-5p with sequence UGGUAAGCUGCAGAACAUGUGU. The protein sequence of the target gene is MKLHCEVEVISRHLPALGLRNRGKGVRAVLSLCQQTSRSQPPVRAFLLISTLKDKRGTRYELRENIEQFFTKFVDEGKATVRLKEPPVDICLSKAISSSLKGFLSAMRLAHRGCNVDTPVSTLTPVKTSEFENFKTKMVITSKKDYPLSKNFPYSLEHLQTSYCGLVRVDMRMLCLKSLRKLDLSHNHIKKLPATIGDLIHLQELNLNDNHLESFSVALCHSTLQKSLRSLDLSKNKIKALPVQFCQLQELKNLKLDDNELIQFPCKIGQLINLRFLSAARNKLPFLPSEFRNLSLEYLD.... Result: 0 (no interaction). (4) The miRNA is mmu-miR-3089-5p with sequence UGAGUUCAGGGACAGCGUGUCU. The protein sequence of the target gene is MAEVGEDSGARALLALRSAPCSPVLCAAAAAAAFPATTSPPPPAQPPPGPPALPAEPGPGPVPSTVATATTTAPALVAAAAASVRQSPGPALARLEGREFEFLMRQPSVTIGRNSSQGSVDLSMGLSSFISRRHLQLSFQEPHFYLRCLGKNGVFVDGAFQRRGAPALQLPQQCTFRFPSTAIKIQFTSLYHKEEAPASPLRPLYPQISPLKIHIPEPDLRSLVSPIPSPTGTISVPNSCPASPRGAGSSSYRFVQNVTSDLQLAAEFAAKAASEQQADASGGDSPKDESKPPYSYAQLI.... Result: 1 (interaction).